This data is from Drug-target binding data from BindingDB using IC50 measurements. The task is: Regression. Given a target protein amino acid sequence and a drug SMILES string, predict the binding affinity score between them. We predict pIC50 (pIC50 = -log10(IC50 in M); higher means more potent). Dataset: bindingdb_ic50. (1) The compound is CS(=O)(=O)NC(=O)NCCc1c(-c2ccc(F)cc2)[nH]c2ccc(Br)cc12. The target protein (P35344) has sequence MQEFTWENYSYEDFFGDFSNYSYSTDLPPTLLDSAPCRSESLETNSYVVLITYILVFLLSLLGNSLVMLVILYSRSTCSVTDVYLLNLAIADLLFATTLPIWAASKVHGWTFGTPLCKVVSLVKEVNFYSGILLLACISVDRYLAIVHATRTMIQKRHLVKFICLSMWGVSLILSLPILLFRNAIFPPNSSPVCYEDMGNSTAKWRMVLRILPQTFGFILPLLVMLFCYVFTLRTLFQAHMGQKHRAMRVIFAVVLIFLLCWLPYNLVLLTDTLMRTHVIQETCERRNDIDRALDATEILGFLHSCLNPIIYAFIGQKFRYGLLKILAAHGLISKEFLAKESRPSFVASSSGNTSTTL. The pIC50 is 5.2. (2) The pIC50 is 9.8. The small molecule is CC[C@H](C)[C@@H]1NC(=O)[C@H](CCCNC(=N)N)NC(=O)[C@H](CC(=O)O)NC(=O)[C@H](CCSC)NC(=O)[C@H](CCCNC(=N)N)NC(=O)CNC(=O)CNC(=O)[C@H](Cc2ccccc2)NC(=O)[C@@H](NC(=O)[C@H](CO)NC(=O)[C@H](CO)NC(=O)[C@H](CCCNC(=N)N)NC(=O)[C@H](CCCNC(=N)N)NC(=O)[C@H](CC(C)C)NC(=O)[C@@H](N)CO)CSSC[C@@H](C(=O)N[C@@H](CC(N)=O)C(=O)N[C@@H](CO)C(=O)N[C@@H](Cc2ccccc2)C(=O)N[C@@H](CCCNC(=N)N)C(=O)N[C@@H](Cc2ccc(O)cc2)C(=O)O)NCC(=O)NC(=O)[C@H](CC(C)C)NC(=O)CNC(=O)[C@H](CO)NC(=O)[C@H](CCC(N)=O)NC(=O)[C@H](C)NC(=O)CNC1=O. The target protein (P17342) has sequence MPSLLVLTFSPCVLLGWALLAGGTGGGGVGGGGGGAGIGGGRQEREALPPQKIEVLVLLPQDDSYLFSLTRVRPAIEYALRSVEGNGTGRRLLPPGTRFQVAYEDSDCGNRALFSLVDRVAAARGAKPDLILGPVCEYAAAPVARLASHWDLPMLSAGALAAGFQHKDSEYSHLTRVAPAYAKMGEMMLALFRHHHWSRAALVYSDDKLERNCYFTLEGVHEVFQEEGLHTSIYSFDETKDLDLEDIVRNIQASERVVIMCASSDTIRSIMLVAHRHGMTSGDYAFFNIELFNSSSYGDGSWKRGDKHDFEAKQAYSSLQTVTLLRTVKPEFEKFSMEVKSSVEKQGLNMEDYVNMFVEGFHDAILLYVLALHEVLRAGYSKKDGGKIIQQTWNRTFEGIAGQVSIDANGDRYGDFSVIAMTDVEAGTQEVIGDYFGKEGRFEMRPNVKYPWGPLKLRIDENRIVEHTNSSPCKSSGGLEESAVTGIVVGALLGAGLLMA.... (3) The drug is C[C@H](NC(=O)c1cccc(C(=O)N[C@@H](C)C(=O)N/N=C/c2ccc(SC[C@H](NC(=O)CC[C@H](N)C(=O)O)C(=O)NCC(=O)O)c([N+](=O)[O-])c2)c1)C(=O)N/N=C/c1ccc(SC[C@H](NC(=O)CC[C@H](N)C(=O)O)C(=O)NCC(=O)O)c([N+](=O)[O-])c1. The target protein (P10649) has sequence MPMILGYWNVRGLTHPIRMLLEYTDSSYDEKRYTMGDAPDFDRSQWLNEKFKLGLDFPNLPYLIDGSHKITQSNAILRYLARKHHLDGETEEERIRADIVENQVMDTRMQLIMLCYNPDFEKQKPEFLKTIPEKMKLYSEFLGKRPWFAGDKVTYVDFLAYDILDQYRMFEPKCLDAFPNLRDFLARFEGLKKISAYMKSSRYIATPIFSKMAHWSNK. The pIC50 is 7.3. (4) The drug is C[C@H]1CN(c2ncc(C(=O)NCc3ccc(F)c(F)c3)cc2Cl)CCN1C1CCN(Cc2ccc(Cl)cc2)CC1. The target protein (Q9JII9) has sequence MYLEVSERQVLDASDIAFLLENSTSPYDYGENESDFSDSPPCPQDFSLNFDRTFLPVLYSLLFLLGLLGNGAVAAVLLSQRTALSSTDTFLLHLAVADVLLVLTLPLWAVDAAAQWVFGSGLCKVAGALFNINFYAGAFLLACISFDRYLSIVHATQIYRRDPWVRVALTCIVVWGLCVLFALPDFIFLSASHDQRLNATHCQYNFPQVGRTALRVLQLVAGFLMPLLVMAYCYAHILAVLLVSRGQRRFRAMRLVVVVVVAFAVCWTPYHLVVLVDILMDVGVLARNCGRESHVDVAKSVTSGMGYMHCCLNPLLYAFVGVKFKEQMWMLLMRLGRSDQRGPQRQPSSSRRESSWSETTEASYLGL. The pIC50 is 8.0.